From a dataset of Peptide-MHC class II binding affinity with 134,281 pairs from IEDB. Regression. Given a peptide amino acid sequence and an MHC pseudo amino acid sequence, predict their binding affinity value. This is MHC class II binding data. (1) The peptide sequence is NPGLIIGALAGS. The MHC is HLA-DQA10501-DQB10201 with pseudo-sequence HLA-DQA10501-DQB10201. The binding affinity (normalized) is 0.197. (2) The peptide sequence is GADATAAAAFEQFLA. The MHC is DRB1_1302 with pseudo-sequence DRB1_1302. The binding affinity (normalized) is 0.458.